Predict which catalyst facilitates the given reaction. From a dataset of Catalyst prediction with 721,799 reactions and 888 catalyst types from USPTO. Reactant: [Cl:1][C:2]1[C:10]2[N:9]=[C:8]3[N:11]([C:15]4[CH:20]=[CH:19][C:18]([Cl:21])=[CH:17][C:16]=4[Cl:22])[CH2:12][CH2:13][CH2:14][N:7]3[C:6]=2[C:5]([CH:23]([CH2:30][CH3:31])[CH2:24][C:25](OCC)=[O:26])=[CH:4][CH:3]=1.[OH-].[Na+].Cl.Cl.[CH3:36][NH:37][O:38][CH3:39].Cl.C(N=C=NCCCN(C)C)C.O.ON1C2C=CC=CC=2N=N1.C(N(CC)CC)C. Product: [Cl:1][C:2]1[C:10]2[N:9]=[C:8]3[N:11]([C:15]4[CH:20]=[CH:19][C:18]([Cl:21])=[CH:17][C:16]=4[Cl:22])[CH2:12][CH2:13][CH2:14][N:7]3[C:6]=2[C:5]([CH:23]([CH2:30][CH3:31])[CH2:24][C:25]([N:37]([O:38][CH3:39])[CH3:36])=[O:26])=[CH:4][CH:3]=1. The catalyst class is: 193.